From a dataset of Forward reaction prediction with 1.9M reactions from USPTO patents (1976-2016). Predict the product of the given reaction. Given the reactants [C:1]1([CH2:7][C:8]([C:10]2[CH:17]=[CH:16][C:13]([CH:14]=O)=[CH:12][CH:11]=2)=[O:9])[CH:6]=[CH:5][CH:4]=[CH:3][CH:2]=1.[NH:18]1[CH2:21][CH:20]([C:22]([OH:24])=[O:23])[CH2:19]1.[CH3:25]C(O)=O.[BH3-]C#N.[Na+], predict the reaction product. The product is: [C:1]1([CH2:7][C:8]([C:10]2[CH:17]=[CH:16][C:13]([CH2:14][N:18]3[CH2:25][CH2:19][CH:20]([C:22]([OH:24])=[O:23])[CH2:21]3)=[CH:12][CH:11]=2)=[O:9])[CH:6]=[CH:5][CH:4]=[CH:3][CH:2]=1.